From a dataset of NCI-60 drug combinations with 297,098 pairs across 59 cell lines. Regression. Given two drug SMILES strings and cell line genomic features, predict the synergy score measuring deviation from expected non-interaction effect. (1) Cell line: COLO 205. Drug 1: CC(C1=C(C=CC(=C1Cl)F)Cl)OC2=C(N=CC(=C2)C3=CN(N=C3)C4CCNCC4)N. Drug 2: N.N.Cl[Pt+2]Cl. Synergy scores: CSS=5.23, Synergy_ZIP=3.73, Synergy_Bliss=-0.371, Synergy_Loewe=-19.3, Synergy_HSA=-7.08. (2) Synergy scores: CSS=49.8, Synergy_ZIP=10.9, Synergy_Bliss=11.8, Synergy_Loewe=-26.2, Synergy_HSA=9.70. Cell line: U251. Drug 2: C1CN(P(=O)(OC1)NCCCl)CCCl. Drug 1: CCCCC(=O)OCC(=O)C1(CC(C2=C(C1)C(=C3C(=C2O)C(=O)C4=C(C3=O)C=CC=C4OC)O)OC5CC(C(C(O5)C)O)NC(=O)C(F)(F)F)O. (3) Drug 1: CC(CN1CC(=O)NC(=O)C1)N2CC(=O)NC(=O)C2. Drug 2: CC1=C(C(=O)C2=C(C1=O)N3CC4C(C3(C2COC(=O)N)OC)N4)N. Cell line: RXF 393. Synergy scores: CSS=7.38, Synergy_ZIP=2.43, Synergy_Bliss=7.30, Synergy_Loewe=5.04, Synergy_HSA=4.62. (4) Drug 1: C1=CC(=C2C(=C1NCCNCCO)C(=O)C3=C(C=CC(=C3C2=O)O)O)NCCNCCO. Drug 2: CC1OCC2C(O1)C(C(C(O2)OC3C4COC(=O)C4C(C5=CC6=C(C=C35)OCO6)C7=CC(=C(C(=C7)OC)O)OC)O)O. Cell line: UACC-257. Synergy scores: CSS=18.0, Synergy_ZIP=3.00, Synergy_Bliss=9.46, Synergy_Loewe=10.1, Synergy_HSA=10.2. (5) Drug 1: COC1=C(C=C2C(=C1)N=CN=C2NC3=CC(=C(C=C3)F)Cl)OCCCN4CCOCC4. Drug 2: C(CN)CNCCSP(=O)(O)O. Cell line: DU-145. Synergy scores: CSS=27.2, Synergy_ZIP=-1.75, Synergy_Bliss=-4.09, Synergy_Loewe=-23.1, Synergy_HSA=-3.98. (6) Drug 1: CC12CCC3C(C1CCC2=O)CC(=C)C4=CC(=O)C=CC34C. Drug 2: COC1=NC(=NC2=C1N=CN2C3C(C(C(O3)CO)O)O)N. Cell line: UO-31. Synergy scores: CSS=29.1, Synergy_ZIP=-3.66, Synergy_Bliss=3.47, Synergy_Loewe=2.20, Synergy_HSA=1.94. (7) Drug 1: C1=CC(=CC=C1CCC2=CNC3=C2C(=O)NC(=N3)N)C(=O)NC(CCC(=O)O)C(=O)O. Drug 2: CC1CCC2CC(C(=CC=CC=CC(CC(C(=O)C(C(C(=CC(C(=O)CC(OC(=O)C3CCCCN3C(=O)C(=O)C1(O2)O)C(C)CC4CCC(C(C4)OC)OCCO)C)C)O)OC)C)C)C)OC. Cell line: K-562. Synergy scores: CSS=30.8, Synergy_ZIP=-12.7, Synergy_Bliss=-16.9, Synergy_Loewe=-14.6, Synergy_HSA=-10.3.